This data is from Reaction yield outcomes from USPTO patents with 853,638 reactions. The task is: Predict the reaction yield, written as a fraction of the theoretical maximum amount of product (1.0 means a 100% yield; for example, 0.34 means a 34% yield). (1) The reactants are Br[C:2](Br)=[CH:3][C:4]1[S:8][C:7]2[CH:9]=[CH:10][CH:11]=[CH:12][C:6]=2[CH:5]=1.[N:14]1([C:20]([O:22][C:23]([CH3:26])([CH3:25])[CH3:24])=[O:21])[CH2:19][CH2:18][NH:17][CH2:16][CH2:15]1.[OH-:27].[K+]. The catalyst is O1CCCC1.O. The product is [S:8]1[C:7]2[CH:9]=[CH:10][CH:11]=[CH:12][C:6]=2[CH:5]=[C:4]1[CH2:3][CH:2]([N:17]1[CH2:18][CH2:19][N:14]([C:20]([O:22][C:23]([CH3:26])([CH3:25])[CH3:24])=[O:21])[CH2:15][CH2:16]1)[OH:27]. The yield is 0.650. (2) The reactants are Br[C:2]1[S:3][C:4](Br)=[CH:5][C:6]=1[Br:7].[CH3:9][O:10][C:11]1[CH:16]=[CH:15][C:14](B(O)O)=[CH:13][CH:12]=1.[C:20](=[O:23])([O-])[O-].[Na+].[Na+].C(Cl)(Cl)Cl. The catalyst is C1COCC1.O.C1C=CC([P]([Pd]([P](C2C=CC=CC=2)(C2C=CC=CC=2)C2C=CC=CC=2)([P](C2C=CC=CC=2)(C2C=CC=CC=2)C2C=CC=CC=2)[P](C2C=CC=CC=2)(C2C=CC=CC=2)C2C=CC=CC=2)(C2C=CC=CC=2)C2C=CC=CC=2)=CC=1.CCOC(C)=O. The product is [Br:7][C:6]1[CH:5]=[C:4]([C:14]2[CH:15]=[CH:16][C:11]([O:10][CH3:9])=[CH:12][CH:13]=2)[S:3][C:2]=1[C:11]1[CH:16]=[CH:15][C:14]([O:23][CH3:20])=[CH:13][CH:12]=1. The yield is 0.650. (3) The reactants are [F:1][C:2]1[CH:9]=[CH:8][C:5]([CH2:6][OH:7])=[CH:4][CH:3]=1.[H-].[Na+].Cl[C:13]1[N:14]=[N:15][CH:16]=[C:17]2[C:21]([CH3:22])=[C:20]([CH3:23])[N:19]([CH2:24][C@H:25]3[CH2:27][C@@H:26]3[CH3:28])[C:18]=12.O. The catalyst is O1CCCC1. The product is [F:1][C:2]1[CH:9]=[CH:8][C:5]([CH2:6][O:7][C:13]2[N:14]=[N:15][CH:16]=[C:17]3[C:21]([CH3:22])=[C:20]([CH3:23])[N:19]([CH2:24][C@H:25]4[CH2:27][C@@H:26]4[CH3:28])[C:18]=23)=[CH:4][CH:3]=1. The yield is 0.664.